From a dataset of Full USPTO retrosynthesis dataset with 1.9M reactions from patents (1976-2016). Predict the reactants needed to synthesize the given product. (1) Given the product [O:2]1[CH2:6][CH2:5][CH:4]([CH2:7][NH:8][C:30]([C:27]2[CH:26]=[C:25]([CH2:24][O:23][CH2:22][CH2:21][CH:16]3[CH2:17][CH2:18][CH2:19][CH2:20]3)[O:29][N:28]=2)=[O:31])[CH2:3]1, predict the reactants needed to synthesize it. The reactants are: Cl.[O:2]1[CH2:6][CH2:5][CH:4]([CH2:7][NH2:8])[CH2:3]1.C(N(CC)CC)C.[CH:16]1([CH2:21][CH2:22][O:23][CH2:24][C:25]2[O:29][N:28]=[C:27]([C:30](O)=[O:31])[CH:26]=2)[CH2:20][CH2:19][CH2:18][CH2:17]1.ON1C2C=CC=CC=2N=N1.Cl.C(N=C=NCCCN(C)C)C.Cl. (2) Given the product [F:1][C:2]1([F:26])[CH2:7][CH2:6][C:5]([CH2:9][NH:10][C:11]([C:13]2[C:14]3[CH:15]=[CH:16][C:17]([N:40]4[CH2:41][CH2:42][C@@H:38]([N:37]([CH3:43])[CH3:36])[CH2:39]4)=[N:18][C:19]=3[CH:20]=[CH:21][C:22]=2[Cl:23])=[O:12])([OH:8])[CH2:4][CH:3]1[CH3:25], predict the reactants needed to synthesize it. The reactants are: [F:1][C:2]1([F:26])[CH2:7][CH2:6][C:5]([CH2:9][NH:10][C:11]([C:13]2[C:14]3[CH:15]=[CH:16][C:17](Cl)=[N:18][C:19]=3[CH:20]=[CH:21][C:22]=2[Cl:23])=[O:12])([OH:8])[CH2:4][CH:3]1[CH3:25].CCN(C(C)C)C(C)C.[CH3:36][N:37]([CH3:43])[C@@H:38]1[CH2:42][CH2:41][NH:40][CH2:39]1. (3) Given the product [Cl:39][C:37]1[CH:36]=[CH:35][C:34]([N:40]2[CH:44]=[N:43][N:42]=[N:41]2)=[C:33](/[CH:32]=[CH:31]/[C:30]([NH:29][C@@H:21]([CH2:22][C:23]2[CH:24]=[CH:25][CH:26]=[CH:27][CH:28]=2)[C:20]([NH:19][C:17]2[S:18][C:14]([C:12]([OH:13])=[O:11])=[CH:15][N:16]=2)=[O:46])=[O:45])[CH:38]=1, predict the reactants needed to synthesize it. The reactants are: [Li+].[OH-].C1COCC1.O.C([O:11][C:12]([C:14]1[S:18][C:17]([NH:19][C:20](=[O:46])[C@@H:21]([NH:29][C:30](=[O:45])/[CH:31]=[CH:32]/[C:33]2[CH:38]=[C:37]([Cl:39])[CH:36]=[CH:35][C:34]=2[N:40]2[CH:44]=[N:43][N:42]=[N:41]2)[CH2:22][C:23]2[CH:28]=[CH:27][CH:26]=[CH:25][CH:24]=2)=[N:16][CH:15]=1)=[O:13])C.ClCl. (4) Given the product [CH2:1]=[CH:2][CH:3]=[CH2:4].[CH2:1]=[CH:2][C:3]1[CH:8]=[CH:7][CH:6]=[CH:5][CH:4]=1, predict the reactants needed to synthesize it. The reactants are: [CH2:1]=[CH:2][C:3]1[CH:8]=[CH:7][CH:6]=[CH:5][CH:4]=1.C([Li])CCC.C=CC=C.[Si](Cl)(Cl)(Cl)Cl. (5) Given the product [C:16]([NH:15][C:14]1[CH:13]=[C:12]([NH:11][C:2]2[C:7]([N+:8]([O-:10])=[O:9])=[CH:6][CH:5]=[CH:4][N:3]=2)[CH:21]=[CH:20][CH:19]=1)(=[O:18])[CH3:17], predict the reactants needed to synthesize it. The reactants are: Cl[C:2]1[C:7]([N+:8]([O-:10])=[O:9])=[CH:6][CH:5]=[CH:4][N:3]=1.[NH2:11][C:12]1[CH:13]=[C:14]([CH:19]=[CH:20][CH:21]=1)[NH:15][C:16](=[O:18])[CH3:17].C(=O)([O-])[O-].[K+].[K+]. (6) Given the product [Br:16][CH2:1][C:2]1[CH:15]=[CH:14][C:5]([C:6]([C:8]2[CH:13]=[CH:12][CH:11]=[CH:10][CH:9]=2)=[O:7])=[CH:4][CH:3]=1, predict the reactants needed to synthesize it. The reactants are: [CH3:1][C:2]1[CH:15]=[CH:14][C:5]([C:6]([C:8]2[CH:13]=[CH:12][CH:11]=[CH:10][CH:9]=2)=[O:7])=[CH:4][CH:3]=1.[Br:16]Br. (7) Given the product [CH:23]([N:18]1[CH2:19][CH2:20][CH:15]([N:3]([CH3:2])[C:4]([C:6]2[CH:14]=[CH:13][C:9]3=[N:10][O:11][N:12]=[C:8]3[CH:7]=2)=[O:5])[CH2:16][CH2:17]1)=[O:24], predict the reactants needed to synthesize it. The reactants are: Cl.[CH3:2][N:3]([CH:15]1[CH2:20][CH2:19][NH:18][CH2:17][CH2:16]1)[C:4]([C:6]1[CH:14]=[CH:13][C:9]2=[N:10][O:11][N:12]=[C:8]2[CH:7]=1)=[O:5].C1C[O:24][CH2:23]C1.C(N(CC)CC)C.C(OC(=O)C)(=O)C.